This data is from Forward reaction prediction with 1.9M reactions from USPTO patents (1976-2016). The task is: Predict the product of the given reaction. (1) Given the reactants Cl.[NH2:2][C:3]1[CH:4]=[N:5][C:6]2[C:11]([C:12]=1[OH:13])=[CH:10][CH:9]=[C:8]([O:14][CH2:15][C:16]1[CH:21]=[CH:20][CH:19]=[CH:18][CH:17]=1)[CH:7]=2.C(N(CC)CC)C.[C:29](Cl)(=[O:33])[CH2:30][CH2:31][CH3:32], predict the reaction product. The product is: [CH2:15]([O:14][C:8]1[CH:7]=[C:6]2[C:11]([C:12]([OH:13])=[C:3]([NH:2][C:29](=[O:33])[CH2:30][CH2:31][CH3:32])[CH:4]=[N:5]2)=[CH:10][CH:9]=1)[C:16]1[CH:17]=[CH:18][CH:19]=[CH:20][CH:21]=1. (2) Given the reactants N.[Li].[CH:3]#[CH:4].[Si](O[CH2:13][CH:14]1[CH2:19][CH2:18][CH:17]([CH2:20][O:21]S(C2C=CC(C)=CC=2)(=O)=O)[CH2:16][CH2:15]1)(C(C)(C)C)(C)C, predict the reaction product. The product is: [CH2:13]([CH:14]1[CH2:15][CH2:16][CH:17]([CH2:20][OH:21])[CH2:18][CH2:19]1)[C:3]#[CH:4].